Dataset: Reaction yield outcomes from USPTO patents with 853,638 reactions. Task: Predict the reaction yield, written as a fraction of the theoretical maximum amount of product (1.0 means a 100% yield; for example, 0.34 means a 34% yield). (1) The reactants are [C:1]([C:4]1[N:5]=[C:6]([N:9]2[CH2:12][CH:11]([S:13][C:14]3[C@H:15]([CH3:45])[C@@H:16]4[C@@H:33]([C@H:34]([O:36][Si:37]([C:40]([CH3:43])([CH3:42])[CH3:41])([CH3:39])[CH3:38])[CH3:35])[C:32](=[O:44])[N:17]4[C:18]=3[C:19]([O:21][CH2:22][C:23]3[CH:28]=[CH:27][C:26]([N+:29]([O-:31])=[O:30])=[CH:25][CH:24]=3)=[O:20])[CH2:10]2)[S:7][CH:8]=1)(O)=[O:2].Cl.[NH2:47][C@H:48]([C:52]([NH2:54])=[O:53])[CH:49]([CH3:51])[CH3:50].C(P(C#N)(CC)=O)C.C(N(C(C)C)CC)(C)C. The catalyst is CN(C)C=O. The product is [C:52]([C@@H:48]([NH:47][C:1]([C:4]1[N:5]=[C:6]([N:9]2[CH2:10][CH:11]([S:13][C:14]3[C@H:15]([CH3:45])[C@@H:16]4[C@@H:33]([C@H:34]([O:36][Si:37]([C:40]([CH3:41])([CH3:42])[CH3:43])([CH3:39])[CH3:38])[CH3:35])[C:32](=[O:44])[N:17]4[C:18]=3[C:19]([O:21][CH2:22][C:23]3[CH:24]=[CH:25][C:26]([N+:29]([O-:31])=[O:30])=[CH:27][CH:28]=3)=[O:20])[CH2:12]2)[S:7][CH:8]=1)=[O:2])[CH:49]([CH3:51])[CH3:50])(=[O:53])[NH2:54]. The yield is 0.820. (2) The reactants are Br[C:2]1[C:3]([F:14])=[C:4]2[C:8](=[CH:9][C:10]=1[F:11])[NH:7][CH:6]=[C:5]2[CH:12]=[O:13].C(=O)([O-])[O-].[K+].[K+].CC1(C)COB([C:28]2[CH:38]=[CH:37][C:31]([O:32][CH2:33][CH2:34][CH2:35][OH:36])=[CH:30][CH:29]=2)OC1. The catalyst is C1C=CC(P(C2C=CC=CC=2)[C-]2C=CC=C2)=CC=1.C1C=CC(P(C2C=CC=CC=2)[C-]2C=CC=C2)=CC=1.Cl[Pd]Cl.[Fe+2]. The product is [F:14][C:3]1[C:2]([C:28]2[CH:38]=[CH:37][C:31]([O:32][CH2:33][CH2:34][CH2:35][OH:36])=[CH:30][CH:29]=2)=[C:10]([F:11])[CH:9]=[C:8]2[C:4]=1[C:5]([CH:12]=[O:13])=[CH:6][NH:7]2. The yield is 0.200. (3) The reactants are [F:1][C:2]1[CH:7]=[C:6]([F:8])[CH:5]=[CH:4][C:3]=1[CH:9]([OH:27])[CH:10]([CH2:16][C:17]1[CH:22]=[CH:21][C:20]([C:23]([F:26])([F:25])[F:24])=[CH:19][CH:18]=1)[C:11]([O:13]CC)=[O:12].[OH-].[Na+].Cl. The catalyst is CO. The product is [F:1][C:2]1[CH:7]=[C:6]([F:8])[CH:5]=[CH:4][C:3]=1[CH:9]([OH:27])[CH:10]([CH2:16][C:17]1[CH:22]=[CH:21][C:20]([C:23]([F:24])([F:25])[F:26])=[CH:19][CH:18]=1)[C:11]([OH:13])=[O:12]. The yield is 0.800.